Dataset: Catalyst prediction with 721,799 reactions and 888 catalyst types from USPTO. Task: Predict which catalyst facilitates the given reaction. (1) Reactant: C(=O)([O-])[O-].[K+].[K+].[OH:7][C:8]1[CH:13]=[C:12]([OH:14])[CH:11]=[CH:10][C:9]=1[C:15](=[O:17])[CH3:16].[CH2:18](Br)[C:19]1[CH:24]=[CH:23][CH:22]=[CH:21][CH:20]=1. Product: [CH2:18]([O:7][C:8]1[CH:13]=[C:12]([O:14][CH2:15][C:9]2[CH:10]=[CH:11][CH:12]=[CH:13][CH:8]=2)[CH:11]=[CH:10][C:9]=1[C:15](=[O:17])[CH3:16])[C:19]1[CH:24]=[CH:23][CH:22]=[CH:21][CH:20]=1. The catalyst class is: 10. (2) Reactant: C1(S([N:10]2[C:14]3[N:15]=[CH:16][N:17]=[C:18]([Cl:19])[C:13]=3[C:12]([C:20]3[CH:25]=[CH:24][C:23]([CH3:26])=[CH:22][CH:21]=3)=[CH:11]2)(=O)=O)C=CC=CC=1.CCCC[N+](CCCC)(CCCC)CCCC.[F-]. Product: [Cl:19][C:18]1[C:13]2[C:12]([C:20]3[CH:25]=[CH:24][C:23]([CH3:26])=[CH:22][CH:21]=3)=[CH:11][NH:10][C:14]=2[N:15]=[CH:16][N:17]=1. The catalyst class is: 1.